Dataset: Reaction yield outcomes from USPTO patents with 853,638 reactions. Task: Predict the reaction yield, written as a fraction of the theoretical maximum amount of product (1.0 means a 100% yield; for example, 0.34 means a 34% yield). (1) The reactants are F[C:2]1[C:7]([I:8])=[CH:6][CH:5]=[CH:4][N:3]=1.[O:9]1[CH2:13][CH2:12][CH:11]([CH2:14][OH:15])[CH2:10]1. No catalyst specified. The product is [I:8][C:7]1[C:2]([O:15][CH2:14][CH:11]2[CH2:12][CH2:13][O:9][CH2:10]2)=[N:3][CH:4]=[CH:5][CH:6]=1. The yield is 0.740. (2) The reactants are Br[C:2]1[CH:21]=[CH:20][CH:19]=[CH:18][C:3]=1[CH2:4][N:5]1[C:10]2[N:11]=[C:12]([S:15][CH3:16])[N:13]=[CH:14][C:9]=2[CH:8]=[CH:7][C:6]1=[O:17].[CH:22]1(B(O)O)[CH2:24][CH2:23]1.[O-]P([O-])([O-])=O.[K+].[K+].[K+]. No catalyst specified. The product is [CH:22]1([C:2]2[CH:21]=[CH:20][CH:19]=[CH:18][C:3]=2[CH2:4][N:5]2[C:10]3[N:11]=[C:12]([S:15][CH3:16])[N:13]=[CH:14][C:9]=3[CH:8]=[CH:7][C:6]2=[O:17])[CH2:24][CH2:23]1. The yield is 0.660. (3) The reactants are [F:1][C:2]([F:22])([CH2:14][O:15][C:16]1[CH:21]=[CH:20][CH:19]=[CH:18][CH:17]=1)[CH2:3][O:4][C:5]1[CH:10]=[CH:9][C:8]([CH2:11][C:12]#[N:13])=[CH:7][CH:6]=1.Cl. The catalyst is CO.[Pt](=O)=O. The product is [F:1][C:2]([F:22])([CH2:14][O:15][C:16]1[CH:21]=[CH:20][CH:19]=[CH:18][CH:17]=1)[CH2:3][O:4][C:5]1[CH:6]=[CH:7][C:8]([CH2:11][CH2:12][NH2:13])=[CH:9][CH:10]=1. The yield is 0.270. (4) The reactants are [Br:1][C:2]1[CH:10]=[CH:9][CH:8]=[C:7]2[C:3]=1[CH:4]=[N:5][N:6]2C(=O)C.Cl. The catalyst is CO. The product is [Br:1][C:2]1[CH:10]=[CH:9][CH:8]=[C:7]2[C:3]=1[CH:4]=[N:5][NH:6]2. The yield is 0.930. (5) The reactants are [NH2:1][C:2]1[N:7]=[CH:6][N:5]=[C:4]2[N:8]([CH2:27][C@H:28]3[CH2:32][CH2:31][CH2:30][N:29]3[C:33](=[O:37])[CH2:34][C:35]#[N:36])[N:9]=[C:10]([C:11]3[CH:16]=[CH:15][C:14]([O:17][C:18]4[CH:23]=[CH:22][CH:21]=[C:20]([F:24])[C:19]=4[F:25])=[CH:13][C:12]=3[F:26])[C:3]=12.[CH:38]1([CH:41]=O)[CH2:40][CH2:39]1.N1CCCCC1. The catalyst is C(O)C. The product is [NH2:1][C:2]1[N:7]=[CH:6][N:5]=[C:4]2[N:8]([CH2:27][C@H:28]3[CH2:32][CH2:31][CH2:30][N:29]3[C:33]([C:34](=[CH:41][CH:38]3[CH2:40][CH2:39]3)[C:35]#[N:36])=[O:37])[N:9]=[C:10]([C:11]3[CH:16]=[CH:15][C:14]([O:17][C:18]4[CH:23]=[CH:22][CH:21]=[C:20]([F:24])[C:19]=4[F:25])=[CH:13][C:12]=3[F:26])[C:3]=12. The yield is 0.360. (6) The reactants are [Br:1][C:2]1[CH:3]=[C:4]([C:8]2[C:12]([C:13]3[CH:18]=[CH:17][N:16]=[CH:15][CH:14]=3)=[CH:11][NH:10][N:9]=2)[CH:5]=[CH:6][CH:7]=1.[C:19]1(I)[CH:24]=[CH:23][CH:22]=[CH:21][CH:20]=1.C1CCN2C(=NCCC2)CC1.C(N(CC(O)=O)CC(O)=O)CN(CC(O)=O)CC(O)=O. The catalyst is CC([O-])=O.CC([O-])=O.[Cu+2].CS(C)=O. The product is [C:19]1([N:10]2[CH:11]=[C:12]([C:13]3[CH:18]=[CH:17][N:16]=[CH:15][CH:14]=3)[C:8]([C:4]3[CH:5]=[CH:6][CH:7]=[C:2]([Br:1])[CH:3]=3)=[N:9]2)[CH:24]=[CH:23][CH:22]=[CH:21][CH:20]=1. The yield is 0.250. (7) The reactants are Br[C:2]1[S:6][C:5]([CH2:7][N:8]([CH3:16])[C:9](=[O:15])[O:10][C:11]([CH3:14])([CH3:13])[CH3:12])=[N:4][C:3]=1[C:17]1[C:18]([F:23])=[N:19][CH:20]=[CH:21][CH:22]=1.[C:24]1([SH:30])[CH:29]=[CH:28][CH:27]=[CH:26][CH:25]=1.C(N(C(C)C)C(C)C)C.C(=O)([O-])O.[Na+]. The catalyst is C1(C)C=CC=CC=1.C1C=CC(/C=C/C(/C=C/C2C=CC=CC=2)=O)=CC=1.C1C=CC(/C=C/C(/C=C/C2C=CC=CC=2)=O)=CC=1.C1C=CC(/C=C/C(/C=C/C2C=CC=CC=2)=O)=CC=1.[Pd].[Pd]. The product is [F:23][C:18]1[C:17]([C:3]2[N:4]=[C:5]([CH2:7][N:8]([CH3:16])[C:9](=[O:15])[O:10][C:11]([CH3:14])([CH3:13])[CH3:12])[S:6][C:2]=2[S:30][C:24]2[CH:29]=[CH:28][CH:27]=[CH:26][CH:25]=2)=[CH:22][CH:21]=[CH:20][N:19]=1. The yield is 0.960. (8) The reactants are [F:1][C:2]([F:22])([F:21])[C:3]([N:5]1[CH2:10][CH2:9][CH:8]([C:11]2[CH:16]=[CH:15][C:14]([S:17](Cl)(=[O:19])=[O:18])=[CH:13][CH:12]=2)[CH2:7][CH2:6]1)=[O:4].[NH2:23][C:24]1[CH:29]=[CH:28][N:27]=[CH:26][N:25]=1.C1N2CCN(CC2)C1. The catalyst is C(#N)C. The product is [N:27]1[CH:28]=[CH:29][C:24]([NH:23][S:17]([C:14]2[CH:15]=[CH:16][C:11]([CH:8]3[CH2:9][CH2:10][N:5]([C:3](=[O:4])[C:2]([F:22])([F:21])[F:1])[CH2:6][CH2:7]3)=[CH:12][CH:13]=2)(=[O:19])=[O:18])=[N:25][CH:26]=1. The yield is 0.360.